From a dataset of Reaction yield outcomes from USPTO patents with 853,638 reactions. Predict the reaction yield, written as a fraction of the theoretical maximum amount of product (1.0 means a 100% yield; for example, 0.34 means a 34% yield). The reactants are Cl[C:2]1[N:7]=[C:6]([Cl:8])[N:5]=[C:4]([NH:9][C@@H:10]2[C:18]3[C:13](=[CH:14][CH:15]=[CH:16][CH:17]=3)[CH2:12][CH2:11]2)[N:3]=1.Cl.[NH2:20][C@@H:21]1[CH2:25][C@H:24]([CH2:26][OH:27])[C@@H:23]([OH:28])[C@H:22]1[OH:29].C(=O)([O-])[O-].[K+].[K+]. The catalyst is O1CCOCC1. The product is [Cl:8][C:6]1[N:5]=[C:4]([NH:9][C@@H:10]2[C:18]3[C:13](=[CH:14][CH:15]=[CH:16][CH:17]=3)[CH2:12][CH2:11]2)[N:3]=[C:2]([NH:20][C@@H:21]2[CH2:25][C@H:24]([CH2:26][OH:27])[C@@H:23]([OH:28])[C@H:22]2[OH:29])[N:7]=1. The yield is 0.880.